From a dataset of Forward reaction prediction with 1.9M reactions from USPTO patents (1976-2016). Predict the product of the given reaction. (1) Given the reactants [CH2:1]([N:8]1[C:13]2=[N:14][C:15]([C:25]3[CH:30]=[CH:29][C:28]([CH3:31])=[CH:27][CH:26]=3)=[C:16]([C:18]3[CH:23]=[CH:22][C:21]([CH3:24])=[CH:20][CH:19]=3)[N:17]=[C:12]2[CH2:11][CH2:10][CH2:9]1)[CH2:2][CH2:3][CH2:4][CH2:5][CH:6]=[CH2:7].[C:32]([O:36][CH2:37][CH3:38])(=[O:35])C=C, predict the reaction product. The product is: [C:21]1([CH3:24])[CH:20]=[CH:19][C:18]([C:16]2[N:17]=[C:12]3[CH2:11][CH2:10][CH2:9][N:8]([CH2:1][CH2:2][CH2:3][CH2:4][CH2:5]/[CH:6]=[CH:7]/[C:32]([O:36][CH2:37][CH3:38])=[O:35])[C:13]3=[N:14][C:15]=2[C:25]2[CH:26]=[CH:27][C:28]([CH3:31])=[CH:29][CH:30]=2)=[CH:23][CH:22]=1. (2) Given the reactants [CH3:1][O:2][C:3]1[C:31]([O:32][CH3:33])=[CH:30][C:6]2[N:7]([C:10]3[S:14][C:13]([C:15]([O:17]C)=[O:16])=[C:12]([O:19][S:20]([C:23]4[CH:28]=[CH:27][CH:26]=[CH:25][C:24]=4[CH3:29])(=[O:22])=[O:21])[CH:11]=3)[CH:8]=[N:9][C:5]=2[CH:4]=1.[OH-].[Na+].Cl, predict the reaction product. The product is: [CH3:1][O:2][C:3]1[C:31]([O:32][CH3:33])=[CH:30][C:6]2[N:7]([C:10]3[S:14][C:13]([C:15]([OH:17])=[O:16])=[C:12]([O:19][S:20]([C:23]4[CH:28]=[CH:27][CH:26]=[CH:25][C:24]=4[CH3:29])(=[O:22])=[O:21])[CH:11]=3)[CH:8]=[N:9][C:5]=2[CH:4]=1. (3) Given the reactants [Cl:1][C:2]1[N:7]=[C:6]([N:8]2[CH2:13][CH2:12][CH2:11][C@@H:10]([NH2:14])[CH2:9]2)[CH:5]=[C:4]([CH2:15][CH2:16][CH3:17])[N:3]=1.[CH:18]1([CH:21]=O)[CH2:20][CH2:19]1.C(O[BH-](OC(=O)C)OC(=O)C)(=O)C.[Na+].C(=O)(O)[O-].[Na+], predict the reaction product. The product is: [Cl:1][C:2]1[N:7]=[C:6]([N:8]2[CH2:13][CH2:12][CH2:11][C@@H:10]([NH:14][CH2:21][CH:18]3[CH2:20][CH2:19]3)[CH2:9]2)[CH:5]=[C:4]([CH2:15][CH2:16][CH3:17])[N:3]=1. (4) Given the reactants [Si]([O:8][CH2:9][C@@H:10]([N:14]1[C:26]2[C:25]3[CH:24]=[CH:23][CH:22]=[CH:21][C:20]=3[N:19]=[CH:18][C:17]=2[N:16]=[C:15]1[CH2:27]Cl)[CH:11]([CH3:13])[CH3:12])(C(C)(C)C)(C)C.[F-].C([N+](CCCC)(CCCC)CCCC)CCC.C(=O)(O)[O-].[Na+].CC(C)([O-])C.[K+], predict the reaction product. The product is: [CH:11]([C@@H:10]1[N:14]2[C:26]3[C:25]4[C:20](=[CH:21][CH:22]=[CH:23][CH:24]=4)[N:19]=[CH:18][C:17]=3[N:16]=[C:15]2[CH2:27][O:8][CH2:9]1)([CH3:13])[CH3:12]. (5) The product is: [NH:19]1[CH2:20][CH2:21][CH:16]([NH:15][C:7]2[C:6]3[C:11](=[CH:12][CH:13]=[CH:4][CH:5]=3)[O:10][C:9](=[O:14])[CH:8]=2)[CH2:17][CH2:18]1. Given the reactants Cl.CO[C:4]1[CH:5]=[C:6]2[C:11](=[CH:12][CH:13]=1)[O:10][C:9](=[O:14])[CH:8]=[C:7]2[NH:15][CH:16]1[CH2:21][CH2:20][NH:19][CH2:18][CH2:17]1.C(Cl)Cl, predict the reaction product.